Dataset: Reaction yield outcomes from USPTO patents with 853,638 reactions. Task: Predict the reaction yield, written as a fraction of the theoretical maximum amount of product (1.0 means a 100% yield; for example, 0.34 means a 34% yield). (1) The reactants are Cl[C:2]1[CH:3]=[CH:4][N:5]2[C:10]([C:11]=1[CH3:12])=[C:9]([CH:13]1[CH2:15][CH2:14]1)[CH:8]=[C:7]([C:16]([O:18][CH3:19])=[O:17])[C:6]2=[O:20].[C:21]([C:23]1[CH:28]=[CH:27][C:26](B(O)O)=[CH:25][CH:24]=1)#[N:22]. No catalyst specified. The product is [C:21]([C:23]1[CH:28]=[CH:27][C:26]([C:2]2[CH:3]=[CH:4][N:5]3[C:10]([C:11]=2[CH3:12])=[C:9]([CH:13]2[CH2:15][CH2:14]2)[CH:8]=[C:7]([C:16]([O:18][CH3:19])=[O:17])[C:6]3=[O:20])=[CH:25][CH:24]=1)#[N:22]. The yield is 0.940. (2) The reactants are [Br:1][C:2]1[CH:3]=[N:4][CH:5]=[CH:6][C:7]=1[N:8]=[C:9]=[S:10].[C:11]([NH:14][NH2:15])(=[O:13])[CH3:12]. The catalyst is O1CCOCC1.CCOCC. The product is [C:11]([NH:14][NH:15][C:9](=[S:10])[NH:8][C:7]1[CH:6]=[CH:5][N:4]=[CH:3][C:2]=1[Br:1])(=[O:13])[CH3:12]. The yield is 0.910. (3) The reactants are [I:1][C:2]1[C:3](=[O:17])[NH:4][C:5](=[O:16])[N:6]([CH:15]=1)[C@@H:7]1[O:14][C@H:11]([CH2:12][OH:13])[C@@H:9]([OH:10])[CH2:8]1.N1C=CN=C1.[CH3:23][C:24]([Si:27](Cl)([CH3:29])[CH3:28])([CH3:26])[CH3:25]. The yield is 0.900. The product is [Si:27]([O:13][CH2:12][C@H:11]1[O:14][C@@H:7]([N:6]2[CH:15]=[C:2]([I:1])[C:3](=[O:17])[NH:4][C:5]2=[O:16])[CH2:8][C@@H:9]1[OH:10])([C:24]([CH3:26])([CH3:25])[CH3:23])([CH3:29])[CH3:28]. The catalyst is CN(C)C=O. (4) The yield is 0.562. The reactants are [NH2:1][C@H:2]1[CH2:7][CH2:6][CH2:5][CH2:4][C@H:3]1[NH:8][C:9]([C:11]1[C:19]2[C:14](=[N:15][CH:16]=[C:17]([C:20]3[C:28]4[C:23](=[CH:24][CH:25]=[C:26]([O:29][CH3:30])[CH:27]=4)[N:22]([CH3:31])[N:21]=3)[N:18]=2)[N:13](COCC[Si](C)(C)C)[CH:12]=1)=[O:10].C(O)(C(F)(F)F)=O. The product is [NH2:1][C@H:2]1[CH2:7][CH2:6][CH2:5][CH2:4][C@H:3]1[NH:8][C:9]([C:11]1[C:19]2[C:14](=[N:15][CH:16]=[C:17]([C:20]3[C:28]4[C:23](=[CH:24][CH:25]=[C:26]([O:29][CH3:30])[CH:27]=4)[N:22]([CH3:31])[N:21]=3)[N:18]=2)[NH:13][CH:12]=1)=[O:10]. The catalyst is ClCCl. (5) The reactants are [CH3:1][O:2][C:3]1[CH:4]=[C:5]2[C:10](=[CH:11][C:12]=1[O:13][CH3:14])[N:9]=[CH:8][N:7]=[C:6]2[CH:15]1[CH2:20][CH2:19][NH:18][CH2:17][CH2:16]1.[N+](C1C=CC([O:30][C:31](=O)[NH:32][C:33]2[CH:34]=[N:35][C:36]([O:39][CH:40]3[CH2:44][CH2:43][CH2:42][CH2:41]3)=[CH:37][CH:38]=2)=CC=1)([O-])=O. The catalyst is C(Cl)Cl. The product is [CH:40]1([O:39][C:36]2[N:35]=[CH:34][C:33]([NH:32][C:31]([N:18]3[CH2:19][CH2:20][CH:15]([C:6]4[C:5]5[C:10](=[CH:11][C:12]([O:13][CH3:14])=[C:3]([O:2][CH3:1])[CH:4]=5)[N:9]=[CH:8][N:7]=4)[CH2:16][CH2:17]3)=[O:30])=[CH:38][CH:37]=2)[CH2:41][CH2:42][CH2:43][CH2:44]1. The yield is 0.290. (6) The reactants are [CH2:1]([OH:8])[CH2:2][CH2:3][CH2:4][CH2:5][CH2:6][OH:7].[CH3:9][C:10](C)([O-])[CH3:11].[K+].ICCC.O. The catalyst is ClCCl. The product is [CH2:9]([O:7][CH2:6][CH2:5][CH2:4][CH2:3][CH2:2][CH2:1][OH:8])[CH2:10][CH3:11]. The yield is 0.250. (7) The reactants are [NH:1]1[C:9]2[C:4](=[CH:5][CH:6]=[CH:7][CH:8]=2)[C:3]([C:10]([OH:12])=O)=[N:2]1.ClC(OCC(C)C)=O.CN1CCOCC1.[NH:28]1[CH2:33][CH2:32][CH2:31][CH2:30][CH2:29]1. The catalyst is C1COCC1.CCOC(C)=O. The product is [NH:1]1[C:9]2[C:4](=[CH:5][CH:6]=[CH:7][CH:8]=2)[C:3]([C:10]([N:28]2[CH2:33][CH2:32][CH2:31][CH2:30][CH2:29]2)=[O:12])=[N:2]1. The yield is 0.730.